This data is from Full USPTO retrosynthesis dataset with 1.9M reactions from patents (1976-2016). The task is: Predict the reactants needed to synthesize the given product. (1) Given the product [Cl:1][C:2]1[CH:3]=[C:4]2[C:8](=[CH:9][CH:10]=1)[N:7]([CH2:11][C:12]([O:14][C:38]([CH3:66])([CH3:39])[CH3:37])=[O:13])[C:6]([CH3:15])=[C:5]2[C:16]1[N:17]=[N:18][C:19]([OH:26])=[CH:20][CH:25]=1, predict the reactants needed to synthesize it. The reactants are: [Cl:1][C:2]1[CH:3]=[C:4]2[C:8](=[CH:9][CH:10]=1)[N:7]([CH2:11][C:12]([OH:14])=[O:13])[C:6]([CH3:15])=[C:5]2[C:16]1[C:25]2[C:20](=CC=CC=2)[C:19](=[O:26])[N:18](CC2C=CC(Cl)=C(F)C=2)[N:17]=1.Cl[C:37]1C=C(Cl)C=[CH:66][C:38]=1[CH2:39]N1C(=O)[C:66]2[C:38](=[CH:37]C=CC=2)[C:39](C2C3C(=CC=C(F)C=3)N(CC(O)=O)C=2C)=N1.[Cl-]. (2) Given the product [Br:1][C:2]1[CH:3]=[CH:4][C:5]([C:8]([NH:10][CH:12]([OH:11])[C:13]([C:15]2[C:24]3[C:19](=[CH:20][CH:21]=[CH:22][CH:23]=3)[CH:18]=[CH:17][CH:16]=2)=[O:14])=[O:9])=[N:6][CH:7]=1, predict the reactants needed to synthesize it. The reactants are: [Br:1][C:2]1[CH:3]=[CH:4][C:5]([C:8]([NH2:10])=[O:9])=[N:6][CH:7]=1.[OH:11][CH:12](O)[C:13]([C:15]1[C:24]2[C:19](=[CH:20][CH:21]=[CH:22][CH:23]=2)[CH:18]=[CH:17][CH:16]=1)=[O:14]. (3) Given the product [Si:1]([O:18][C@H:19]1[CH2:24][C@H:23]2[CH2:25][C@@H:20]1[CH2:21][C@H:22]2[OH:26])([C:14]([CH3:17])([CH3:15])[CH3:16])([C:8]1[CH:13]=[CH:12][CH:11]=[CH:10][CH:9]=1)[C:2]1[CH:7]=[CH:6][CH:5]=[CH:4][CH:3]=1, predict the reactants needed to synthesize it. The reactants are: [Si:1]([O:18][C@H:19]1[CH2:24][C@H:23]2[CH2:25][C@@H:20]1[CH2:21][C:22]2=[O:26])([C:14]([CH3:17])([CH3:16])[CH3:15])([C:8]1[CH:13]=[CH:12][CH:11]=[CH:10][CH:9]=1)[C:2]1[CH:7]=[CH:6][CH:5]=[CH:4][CH:3]=1.CCC(C)[BH-](C(C)CC)C(C)CC.[Li+].